This data is from CYP3A4 substrate classification data from Carbon-Mangels et al.. The task is: Regression/Classification. Given a drug SMILES string, predict its absorption, distribution, metabolism, or excretion properties. Task type varies by dataset: regression for continuous measurements (e.g., permeability, clearance, half-life) or binary classification for categorical outcomes (e.g., BBB penetration, CYP inhibition). Dataset: cyp3a4_substrate_carbonmangels. The molecule is Clc1ccc([C@@H](Cn2ccnc2)OCc2c(Cl)cccc2Cl)c(Cl)c1. The result is 0 (non-substrate).